The task is: Predict the reaction yield, written as a fraction of the theoretical maximum amount of product (1.0 means a 100% yield; for example, 0.34 means a 34% yield).. This data is from Reaction yield outcomes from USPTO patents with 853,638 reactions. (1) The reactants are [CH3:1][N:2]1[CH2:7][CH2:6][N:5]([C:8]2[C:13]3[CH2:14][C@H:15]([NH:18][C:19](=[O:39])[C:20]4[CH:25]=[CH:24][C:23]([N:26]5[CH2:31][CH2:30][N:29](CC6C=CC=CC=6)[CH2:28][CH2:27]5)=[CH:22][CH:21]=4)[CH2:16][O:17][C:12]=3[CH:11]=[CH:10][CH:9]=2)[CH2:4][CH2:3]1.C([O-])=O.[NH4+]. The catalyst is CO.[Pd]. The product is [CH3:1][N:2]1[CH2:3][CH2:4][N:5]([C:8]2[C:13]3[CH2:14][C@H:15]([NH:18][C:19](=[O:39])[C:20]4[CH:21]=[CH:22][C:23]([N:26]5[CH2:27][CH2:28][NH:29][CH2:30][CH2:31]5)=[CH:24][CH:25]=4)[CH2:16][O:17][C:12]=3[CH:11]=[CH:10][CH:9]=2)[CH2:6][CH2:7]1. The yield is 0.920. (2) The reactants are [NH2:1][CH2:2][CH2:3][CH:4]([C:12]1[CH:16]=[C:15]([N:17]2[CH2:22][CH2:21][O:20][CH2:19][CH2:18]2)[S:14][C:13]=1[C:23]([O:25]CC)=O)[C:5]1[CH:10]=[CH:9][C:8]([Cl:11])=[CH:7][CH:6]=1.C(O)(C(F)(F)F)=O.[O-]CC.[Na+].O. The catalyst is C(O)C.CCOC(C)=O. The product is [Cl:11][C:8]1[CH:9]=[CH:10][C:5]([CH:4]2[CH2:3][CH2:2][NH:1][C:23](=[O:25])[C:13]3[S:14][C:15]([N:17]4[CH2:18][CH2:19][O:20][CH2:21][CH2:22]4)=[CH:16][C:12]2=3)=[CH:6][CH:7]=1. The yield is 0.719.